Dataset: Catalyst prediction with 721,799 reactions and 888 catalyst types from USPTO. Task: Predict which catalyst facilitates the given reaction. (1) Reactant: [Cl:1][C:2]1[CH:3]=[N:4][CH:5]=[C:6]([Cl:8])[CH:7]=1.C([Li])CCC.CCCCCC.Br[CH2:21][CH2:22][CH2:23][O:24][CH2:25][O:26][CH3:27]. Product: [Cl:1][C:2]1[CH:3]=[N:4][CH:5]=[C:6]([Cl:8])[C:7]=1[CH2:21][CH2:22][CH2:23][O:24][CH2:25][O:26][CH3:27]. The catalyst class is: 1. (2) Reactant: [CH2:1]([O:8][CH2:9][CH2:10][CH2:11][O:12][C:13]1[CH:14]=[N:15][C:16]([CH:19]2[CH2:24][CH2:23][N:22]([C:25]([O:27][C:28]([CH3:31])([CH3:30])[CH3:29])=[O:26])[CH2:21][CH:20]2[OH:32])=[N:17][CH:18]=1)[C:2]1[CH:7]=[CH:6][CH:5]=[CH:4][CH:3]=1.Br[CH2:34][C:35]1[CH:44]=[CH:43][C:42]2[C:37](=[CH:38][CH:39]=[CH:40][CH:41]=2)[CH:36]=1.[H-].[Na+]. Product: [CH2:1]([O:8][CH2:9][CH2:10][CH2:11][O:12][C:13]1[CH:14]=[N:15][C:16]([CH:19]2[CH2:24][CH2:23][N:22]([C:25]([O:27][C:28]([CH3:29])([CH3:31])[CH3:30])=[O:26])[CH2:21][CH:20]2[O:32][CH2:34][C:35]2[CH:44]=[CH:43][C:42]3[C:37](=[CH:38][CH:39]=[CH:40][CH:41]=3)[CH:36]=2)=[N:17][CH:18]=1)[C:2]1[CH:7]=[CH:6][CH:5]=[CH:4][CH:3]=1. The catalyst class is: 454. (3) Reactant: O.[OH-].[Li+:3].[CH3:4][O:5][C:6]1[N:11]=[CH:10][C:9]([N:12]2[C:16]([C:17]3[N:18]=[N:19][CH:20]=[CH:21][CH:22]=3)=[CH:15][C:14]([C:23]([O:25]C)=[O:24])=[N:13]2)=[CH:8][CH:7]=1. Product: [CH3:4][O:5][C:6]1[N:11]=[CH:10][C:9]([N:12]2[C:16]([C:17]3[N:18]=[N:19][CH:20]=[CH:21][CH:22]=3)=[CH:15][C:14]([C:23]([O-:25])=[O:24])=[N:13]2)=[CH:8][CH:7]=1.[Li+:3]. The catalyst class is: 5. (4) Reactant: [Cl:1][C:2]1[CH:7]=[CH:6][C:5]([C:8]2[C:12]3[CH2:13][N:14]([S:17]([CH3:20])(=[O:19])=[O:18])[CH2:15][CH2:16][C:11]=3[N:10]([CH2:21][CH2:22][CH2:23][N:24]3[CH2:29][CH2:28][O:27][CH2:26][CH2:25]3)[N:9]=2)=[CH:4][C:3]=1[C:30]#[C:31]OC(N1C(C([O-])=O)CC2C(=CC=CC=2)C1)=O.[CH3:48][O:49][C:50]([C@@H:52]1[CH2:61][C:60]2[C:55](=[CH:56][C:57](OS(C(F)(F)F)(=O)=O)=[CH:58][CH:59]=2)[CH2:54][N:53]1[C:70]([O:72][C:73]([CH3:76])([CH3:75])[CH3:74])=[O:71])=[O:51].IC1C=C2C(=CC=1)NC=C2. Product: [Cl:1][C:2]1[CH:7]=[CH:6][C:5]([C:8]2[C:12]3[CH2:13][N:14]([S:17]([CH3:20])(=[O:19])=[O:18])[CH2:15][CH2:16][C:11]=3[N:10]([CH2:21][CH2:22][CH2:23][N:24]3[CH2:25][CH2:26][O:27][CH2:28][CH2:29]3)[N:9]=2)=[CH:4][C:3]=1[C:30]#[C:31][C:57]1[CH:56]=[C:55]2[C:60]([CH2:61][C@@H:52]([C:50]([O:49][CH3:48])=[O:51])[N:53]([C:70]([O:72][C:73]([CH3:75])([CH3:76])[CH3:74])=[O:71])[CH2:54]2)=[CH:59][CH:58]=1. The catalyst class is: 1.